This data is from Reaction yield outcomes from USPTO patents with 853,638 reactions. The task is: Predict the reaction yield, written as a fraction of the theoretical maximum amount of product (1.0 means a 100% yield; for example, 0.34 means a 34% yield). (1) The reactants are [CH2:1]([Mg]Br)[C:2]1[CH:7]=[CH:6][CH:5]=[CH:4][CH:3]=1.[CH3:10][C:11]1[CH2:16][CH:15]([CH3:17])[CH2:14][C:13](=[O:18])[CH:12]=1. The catalyst is C(OCC)C.Cl[Cu]. The product is [CH2:1]([C:11]1([CH3:10])[CH2:16][CH:15]([CH3:17])[CH2:14][C:13](=[O:18])[CH2:12]1)[C:2]1[CH:7]=[CH:6][CH:5]=[CH:4][CH:3]=1. The yield is 0.530. (2) The reactants are [NH2:1][C@H:2]1[CH2:11][CH2:10][C:9]2[C:8]([NH:12][S:13]([C:16]3[C:17]([C:22]4[CH:27]=[CH:26][C:25]([Cl:28])=[CH:24][CH:23]=4)=[CH:18][CH:19]=[CH:20][CH:21]=3)(=[O:15])=[O:14])=[CH:7][CH:6]=[C:5]([O:29][CH3:30])[C:4]=2[CH2:3]1.Cl[C:32]([O:34][CH2:35][CH3:36])=[O:33].N1C=CC=CC=1. The catalyst is ClCCl. The product is [Cl:28][C:25]1[CH:24]=[CH:23][C:22]([C:17]2[CH:18]=[CH:19][CH:20]=[CH:21][C:16]=2[S:13]([NH:12][C:8]2[CH:7]=[CH:6][C:5]([O:29][CH3:30])=[C:4]3[C:9]=2[CH2:10][CH2:11][C@H:2]([NH:1][C:32](=[O:33])[O:34][CH2:35][CH3:36])[CH2:3]3)(=[O:15])=[O:14])=[CH:27][CH:26]=1. The yield is 0.960. (3) The reactants are [S:1]1[C:5]2[CH:6]=[CH:7][CH:8]=[CH:9][C:4]=2[C:3]([CH2:10][CH2:11][C:12]([OH:14])=O)=[CH:2]1.S(Cl)([Cl:17])=O. No catalyst specified. The product is [S:1]1[C:5]2[CH:6]=[CH:7][CH:8]=[CH:9][C:4]=2[C:3]([CH2:10][CH2:11][C:12]([Cl:17])=[O:14])=[CH:2]1. The yield is 0.970. (4) The reactants are [O:1]=[C:2]1[C:14]2[C:13]([C:15]([NH:17][C:18]3[CH:23]=[CH:22][CH:21]=[CH:20][C:19]=3[CH3:24])=[O:16])=[CH:12][CH:11]=[CH:10][C:9]=2[C:8]2[C:3]1=[CH:4][CH:5]=[CH:6][CH:7]=2.[Br:25]N1C(=O)CCC1=O.CC(N=NC(C#N)(C)C)(C#N)C.BrBr. The catalyst is C(Cl)(Cl)(Cl)Cl. The product is [Br:25][CH2:24][C:19]1[CH:20]=[CH:21][CH:22]=[CH:23][C:18]=1[NH:17][C:15]([C:13]1[C:14]2[C:2](=[O:1])[C:3]3[C:8](=[CH:7][CH:6]=[CH:5][CH:4]=3)[C:9]=2[CH:10]=[CH:11][CH:12]=1)=[O:16]. The yield is 0.0100. (5) The reactants are Cl.[NH:2]1[CH2:7][CH2:6][CH:5]([CH2:8][NH:9][C:10]([C:12]2[C:20]3[N:19]=[C:18]([C:21]([CH3:24])([CH3:23])[CH3:22])[NH:17][C:16]=3[CH:15]=[CH:14][CH:13]=2)=[O:11])[CH2:4][CH2:3]1.C(N(CC)C(C)C)(C)C.[C:34]([O:38][C:39]([N:41]1[CH2:46][CH2:45][CH:44]([CH:47]=O)[CH2:43][CH2:42]1)=[O:40])([CH3:37])([CH3:36])[CH3:35].C(O[BH-](OC(=O)C)OC(=O)C)(=O)C.[Na+]. The catalyst is ClCCl. The product is [C:34]([O:38][C:39]([N:41]1[CH2:46][CH2:45][CH:44]([CH2:47][N:2]2[CH2:7][CH2:6][CH:5]([CH2:8][NH:9][C:10]([C:12]3[C:20]4[N:19]=[C:18]([C:21]([CH3:24])([CH3:23])[CH3:22])[NH:17][C:16]=4[CH:15]=[CH:14][CH:13]=3)=[O:11])[CH2:4][CH2:3]2)[CH2:43][CH2:42]1)=[O:40])([CH3:37])([CH3:35])[CH3:36]. The yield is 0.870. (6) The reactants are [Br:1][C:2]1[CH:7]=[CH:6][C:5]([Cl:8])=[C:4]([N+:9]([O-])=O)[CH:3]=1.[CH:12]([Mg]Br)=[CH2:13].[NH4+].[Cl-]. The catalyst is C1COCC1. The product is [Br:1][C:2]1[CH:7]=[CH:6][C:5]([Cl:8])=[C:4]2[C:3]=1[CH:12]=[CH:13][NH:9]2. The yield is 0.440. (7) The reactants are [Cl:1][C:2]1[CH:3]=[CH:4][C:5]2[N:6]=[CH:7][N:8]=[C:9](OC3CCOCC3)[C:10]=2[N:11]=1.[CH3:19][C:20]1[C:24]([NH2:25])=[C:23]([CH3:26])[O:22][N:21]=1.C([O-])(=O)C.[Na+]. The catalyst is CCOC(C)=O. The product is [Cl:1][C:2]1[CH:3]=[CH:4][C:5]2[N:6]=[CH:7][N:8]=[C:9]([NH:25][C:24]3[C:20]([CH3:19])=[N:21][O:22][C:23]=3[CH3:26])[C:10]=2[N:11]=1. The yield is 0.590.